Predict the reactants needed to synthesize the given product. From a dataset of Full USPTO retrosynthesis dataset with 1.9M reactions from patents (1976-2016). Given the product [CH3:1][O:2][C:3]1[CH:11]=[CH:10][C:6]([CH2:7][OH:8])=[CH:5][C:4]=1[O:12][CH2:13][CH2:14][CH2:15][O:16][CH3:17], predict the reactants needed to synthesize it. The reactants are: [CH3:1][O:2][C:3]1[CH:11]=[CH:10][C:6]([C:7](O)=[O:8])=[CH:5][C:4]=1[O:12][CH2:13][CH2:14][CH2:15][O:16][CH3:17].[H-].[H-].[H-].[H-].[Li+].[Al+3].O.[OH-].[Na+].